From a dataset of Peptide-MHC class II binding affinity with 134,281 pairs from IEDB. Regression. Given a peptide amino acid sequence and an MHC pseudo amino acid sequence, predict their binding affinity value. This is MHC class II binding data. (1) The peptide sequence is FNKGRLRVNGTLGTD. The MHC is DRB1_0101 with pseudo-sequence DRB1_0101. The binding affinity (normalized) is 0.801. (2) The peptide sequence is TDRRELLESLSSLGA. The MHC is DRB1_0101 with pseudo-sequence DRB1_0101. The binding affinity (normalized) is 0.856. (3) The peptide sequence is HGLDVKFHTQAFSAH. The MHC is HLA-DQA10102-DQB10501 with pseudo-sequence HLA-DQA10102-DQB10501. The binding affinity (normalized) is 0.437. (4) The peptide sequence is PSPSMGRDIKVQFQS. The MHC is DRB1_0901 with pseudo-sequence DRB1_0901. The binding affinity (normalized) is 0.283. (5) The peptide sequence is VLTLGAAMVEIALGGKK. The MHC is HLA-DQA10501-DQB10303 with pseudo-sequence HLA-DQA10501-DQB10303. The binding affinity (normalized) is 0.274. (6) The binding affinity (normalized) is 0.536. The MHC is HLA-DQA10501-DQB10201 with pseudo-sequence HLA-DQA10501-DQB10201. The peptide sequence is GLGWYKIEIDQDHQE. (7) The peptide sequence is ADYLRMWIQAATVMS. The MHC is HLA-DQA10201-DQB10202 with pseudo-sequence HLA-DQA10201-DQB10202. The binding affinity (normalized) is 0.468. (8) The peptide sequence is HFSNVFRSVMAPFTM. The MHC is HLA-DQA10501-DQB10301 with pseudo-sequence HLA-DQA10501-DQB10301. The binding affinity (normalized) is 0.586.